This data is from Forward reaction prediction with 1.9M reactions from USPTO patents (1976-2016). The task is: Predict the product of the given reaction. (1) The product is: [CH3:115][C@:84]1([CH2:105][OH:106])[O:83][C@@H:55]([O:56][C:57]2[CH:62]=[C:61]([NH2:63])[CH:60]=[CH:59][C:58]=2[CH2:74][C:75]2[CH:76]=[CH:77][C:78]([O:81][CH3:82])=[CH:79][CH:80]=2)[C@H:54]([OH:53])[C@@H:86]([OH:87])[C@@H:85]1[OH:96]. Given the reactants ClC(Cl)(Cl)C#N.C1CCN2C(=NCCC2)CC1.OC1C=C(NC(=O)OCC2C=CC=CC=2)C=CC=1CC1C=CC(OC)=CC=1.C([O:53][C@@H:54]1[C@@H:86]([O:87]C(=O)C2C=CC=CC=2)[C@H:85]([O:96]C(=O)C2C=CC=CC=2)[C@@:84]([CH3:115])([CH2:105][O:106]C(=O)C2C=CC=CC=2)[O:83][C@H:55]1[O:56][C:57]1[CH:62]=[C:61]([NH:63]C(OCC2C=CC=CC=2)=O)[CH:60]=[CH:59][C:58]=1[CH2:74][C:75]1[CH:80]=[CH:79][C:78]([O:81][CH3:82])=[CH:77][CH:76]=1)(=O)C1C=CC=CC=1.C(O[C@@H]1[C@@H](OC(=O)C2C=CC=CC=2)[C@H](OC(=O)C2C=CC=CC=2)[C@@](C)(COC(=O)C2C=CC=CC=2)O[C@H]1OC1C=C(N)C=CC=1CC1C=CC(OC)=CC=1)(=O)C1C=CC=CC=1.C(=O)([O-])[O-].[K+].[K+], predict the reaction product. (2) The product is: [N+:7]([C:10]1[CH:15]=[CH:14][CH:13]=[C:12]([N+:16]([O-:18])=[O:17])[C:11]=1[C:4]1[C:6]([N+:7]([O-:9])=[O:8])=[CH:15][CH:10]=[CH:11][C:3]=1[N+:16]([O-:18])=[O:17])([O-:9])=[O:8]. Given the reactants II.[CH3:3][C:4]([CH3:6])=O.[N+:7]([C:10]1[CH:15]=[CH:14][CH:13]=[C:12]([N+:16]([O-:18])=[O:17])[C:11]=1Cl)([O-:9])=[O:8], predict the reaction product. (3) Given the reactants [Br:1]N1C(=O)CCC1=O.OS(O)(=O)=O.[O:14]1[C:18]2[CH:19]=[CH:20][C:21]([C:23]3[C:24]4[CH2:38][O:37][C:36](=[O:39])[C:25]=4[CH:26]=[C:27]4[C:35]=3[C:31]3[O:32][CH2:33][O:34][C:30]=3[CH:29]=[CH:28]4)=[CH:22][C:17]=2[O:16][CH2:15]1, predict the reaction product. The product is: [O:14]1[C:18]2[CH:19]=[CH:20][C:21]([C:23]3[C:24]4[CH2:38][O:37][C:36](=[O:39])[C:25]=4[CH:26]=[C:27]4[C:35]=3[C:31]3[O:32][CH2:33][O:34][C:30]=3[CH:29]=[C:28]4[Br:1])=[CH:22][C:17]=2[O:16][CH2:15]1. (4) Given the reactants [Cl:1][C:2]([C:5]([C:8]([C:11]([S:17](Cl)(=[O:19])=[O:18])([C:13]([F:16])([F:15])[F:14])[F:12])([F:10])[F:9])([Cl:7])[F:6])([F:4])[F:3].[F-:21].[K+], predict the reaction product. The product is: [Cl:7][C:5]([F:6])([C:2]([Cl:1])([F:4])[F:3])[C:8]([F:10])([F:9])[C:11]([F:12])([S:17]([F:21])(=[O:19])=[O:18])[C:13]([F:16])([F:15])[F:14]. (5) Given the reactants [N:1]1[CH:6]=[CH:5][CH:4]=[C:3]([C:7]2[CH:11]=[C:10]([C:12]([F:15])([F:14])[F:13])[N:9]([C:16]3[N:21]=[N:20][C:19]([NH2:22])=[CH:18][CH:17]=3)[N:8]=2)[CH:2]=1.C(N(CC)C(C)C)(C)C.[Br:32][C:33]1[CH:34]=[N:35][CH:36]=[C:37]([CH:40]=1)[CH2:38]Cl.C(=O)(O)[O-:42].[Na+], predict the reaction product. The product is: [N:1]1[CH:6]=[CH:5][CH:4]=[C:3]([C:7]2[CH:11]=[C:10]([C:12]([F:15])([F:13])[F:14])[N:9]([C:16]3[N:21]=[N:20][C:19]([NH2:22])=[CH:18][CH:17]=3)[N:8]=2)[CH:2]=1.[Br:32][C:33]1[CH:34]=[N:35][CH:36]=[C:37]([CH:40]=1)[C:38]([NH:22][C:19]1[N:20]=[N:21][C:16]([N:9]2[C:10]([C:12]([F:15])([F:13])[F:14])=[CH:11][C:7]([C:3]3[CH:2]=[N:1][CH:6]=[CH:5][CH:4]=3)=[N:8]2)=[CH:17][CH:18]=1)=[O:42]. (6) Given the reactants [F:1][C:2]1[CH:7]=[CH:6][C:5]([N:8]2[C:16]3[C:11](=[CH:12][C:13]([C:17](=[O:22])[CH2:18][CH:19]([CH3:21])[CH3:20])=[CH:14][CH:15]=3)[CH:10]=[N:9]2)=[CH:4][CH:3]=1.[CH3:23][O:24][C:25]([O:29][Si](C)(C)C)=[C:26]([CH3:28])[CH3:27], predict the reaction product. The product is: [F:1][C:2]1[CH:3]=[CH:4][C:5]([N:8]2[C:16]3[C:11](=[CH:12][C:13]([C:17]([OH:22])([CH2:18][CH:19]([CH3:20])[CH3:21])[C:26]([CH3:28])([CH3:27])[C:25]([O:24][CH3:23])=[O:29])=[CH:14][CH:15]=3)[CH:10]=[N:9]2)=[CH:6][CH:7]=1.